This data is from Catalyst prediction with 721,799 reactions and 888 catalyst types from USPTO. The task is: Predict which catalyst facilitates the given reaction. (1) Reactant: C1(=O)[N:5]([CH2:6][CH2:7][CH2:8][N:9]2[CH2:14][CH2:13][CH:12]([C:15]3[C:23]4[C:18](=[CH:19][CH:20]=[CH:21][CH:22]=4)[NH:17][CH:16]=3)[CH2:11][CH2:10]2)C(=O)C2=CC=CC=C12.O.NN. Product: [NH2:5][CH2:6][CH2:7][CH2:8][N:9]1[CH2:10][CH2:11][CH:12]([C:15]2[C:23]3[C:18](=[CH:19][CH:20]=[CH:21][CH:22]=3)[NH:17][CH:16]=2)[CH2:13][CH2:14]1. The catalyst class is: 14. (2) The catalyst class is: 7. Reactant: Cl.[NH2:2][CH:3]([C:6]1[CH:11]=[CH:10][CH:9]=[CH:8][CH:7]=1)[C:4]#[N:5].C(N(C(C)C)CC)(C)C.[CH3:21][O:22][C:23]1[CH:24]=[C:25]([CH2:33][CH2:34][C:35](Cl)=[O:36])[CH:26]=[CH:27][C:28]=1[O:29][CH2:30][C:31]#[CH:32]. Product: [C:6]1([CH:3]([NH:2][C:35](=[O:36])[CH2:34][CH2:33][C:25]2[CH:26]=[CH:27][C:28]([O:29][CH2:30][C:31]#[CH:32])=[C:23]([O:22][CH3:21])[CH:24]=2)[C:4]#[N:5])[CH:11]=[CH:10][CH:9]=[CH:8][CH:7]=1. (3) Reactant: [F:1][C:2]1[CH:7]=[CH:6][C:5]([C:8]2[O:9][C:10]3[CH:20]=[CH:19][C:18]([C:21]4[CH:22]=[C:23]([CH:27]=[CH:28][C:29]=4[CH3:30])[C:24]([OH:26])=O)=[CH:17][C:11]=3[C:12]=2[C:13](=[O:16])[NH:14][CH3:15])=[CH:4][CH:3]=1.[CH3:31][C:32]1[S:36][C:35]([C:37]2([NH2:40])[CH2:39][CH2:38]2)=[N:34][CH:33]=1.CCN=C=NCCCN(C)C.Cl.C1C=CC2N(O)N=NC=2C=1. Product: [F:1][C:2]1[CH:3]=[CH:4][C:5]([C:8]2[O:9][C:10]3[CH:20]=[CH:19][C:18]([C:21]4[CH:22]=[C:23]([C:24](=[O:26])[NH:40][C:37]5([C:35]6[S:36][C:32]([CH3:31])=[CH:33][N:34]=6)[CH2:39][CH2:38]5)[CH:27]=[CH:28][C:29]=4[CH3:30])=[CH:17][C:11]=3[C:12]=2[C:13]([NH:14][CH3:15])=[O:16])=[CH:6][CH:7]=1. The catalyst class is: 46. (4) Reactant: [Br:1][C:2]1[CH:3]=[C:4]([CH:24]=[CH:25][CH:26]=1)[NH:5][C:6]1[C:11]([C:12]#[N:13])=[CH:10][N:9]=[C:8]2[C:14]3[CH:20]=[CH:19][CH:18]=[C:17]([N+:21]([O-])=O)[C:15]=3[S:16][C:7]=12.CO. Product: [NH2:21][C:17]1[C:15]2[S:16][C:7]3[C:8](=[N:9][CH:10]=[C:11]([C:12]#[N:13])[C:6]=3[NH:5][C:4]3[CH:24]=[CH:25][CH:26]=[C:2]([Br:1])[CH:3]=3)[C:14]=2[CH:20]=[CH:19][CH:18]=1. The catalyst class is: 150. (5) Reactant: [CH3:1][C:2]1[CH2:7][CH2:6][CH2:5][C:4]([CH3:9])([CH3:8])[C:3]=1[CH:10]=[O:11].[CH:12]([Mg]Br)=[CH2:13].[Cl-].[NH4+]. Product: [CH3:1][C:2]1[CH2:7][CH2:6][CH2:5][C:4]([CH3:8])([CH3:9])[C:3]=1[CH:10]([OH:11])[CH:12]=[CH2:13]. The catalyst class is: 7.